Dataset: Peptide-MHC class I binding affinity with 185,985 pairs from IEDB/IMGT. Task: Regression. Given a peptide amino acid sequence and an MHC pseudo amino acid sequence, predict their binding affinity value. This is MHC class I binding data. (1) The peptide sequence is STYQPLPLY. The MHC is HLA-B58:01 with pseudo-sequence HLA-B58:01. The binding affinity (normalized) is 0.513. (2) The peptide sequence is QTVEMSPFY. The MHC is HLA-A26:01 with pseudo-sequence HLA-A26:01. The binding affinity (normalized) is 0.763. (3) The peptide sequence is MLLPTALAF. The MHC is HLA-B15:01 with pseudo-sequence HLA-B15:01. The binding affinity (normalized) is 0.675. (4) The peptide sequence is YAAISQVDRL. The MHC is Mamu-A2601 with pseudo-sequence Mamu-A2601. The binding affinity (normalized) is 1.00. (5) The binding affinity (normalized) is 0.0847. The peptide sequence is YTFCGTIEY. The MHC is HLA-A69:01 with pseudo-sequence HLA-A69:01. (6) The MHC is HLA-A31:01 with pseudo-sequence HLA-A31:01. The peptide sequence is LSKDKMDSFK. The binding affinity (normalized) is 0.693.